From a dataset of Experimentally validated miRNA-target interactions with 360,000+ pairs, plus equal number of negative samples. Binary Classification. Given a miRNA mature sequence and a target amino acid sequence, predict their likelihood of interaction. (1) The miRNA is hsa-miR-4524a-5p with sequence AUAGCAGCAUGAACCUGUCUCA. The protein sequence of the target gene is MVTHSKFPAAGMSRPLDTSLRLKTFSSKSEYQLVVNAVRKLQESGFYWSAVTGGEANLLLSAEPAGTFLIRDSSDQRHFFTLSVETQSGTKNLRIQCEGGSFSLQSDPRSTQPVPRFDCVLKLVHHYMPPPGAPSFSLPPTEPSFEVQEQPPAQALPGGTPKRAYYIYSGGEKIPLVLSRPLSSNVATLQHLCRKTVNGHLDSYEKVTQLPGPIREFLDQYDAPL. Result: 0 (no interaction). (2) The miRNA is hsa-miR-646 with sequence AAGCAGCUGCCUCUGAGGC. The protein sequence of the target gene is MTEEPIKEILGAPKAHMAATMEKSPKSEVVITTVPLVSEIQLMAATGGTELSCYRCIIPFAVVVFIAGIVVTAVAYSFNSHGSIISIFGLVVLSSGLFLLASSALCWKVRQRSKKAKRRESQTALVANQRSLFA. Result: 1 (interaction).